From a dataset of Forward reaction prediction with 1.9M reactions from USPTO patents (1976-2016). Predict the product of the given reaction. (1) Given the reactants Cl[C:2]1[N:3]=[CH:4][C:5]2[N:11]([CH3:12])[C:10](=[O:13])[C:9]([CH3:15])([CH3:14])[CH2:8][N:7]([CH:16]3[CH2:20][CH2:19][CH2:18][CH2:17]3)[C:6]=2[N:21]=1.[NH2:22][C:23]1[CH:31]=[CH:30][C:26]([C:27]([OH:29])=[O:28])=[CH:25][C:24]=1[O:32][CH3:33].C(O)(C(F)(F)F)=O, predict the reaction product. The product is: [CH:16]1([N:7]2[CH2:8][C:9]([CH3:15])([CH3:14])[C:10](=[O:13])[N:11]([CH3:12])[C:5]3[CH:4]=[N:3][C:2]([NH:22][C:23]4[CH:31]=[CH:30][C:26]([C:27]([OH:29])=[O:28])=[CH:25][C:24]=4[O:32][CH3:33])=[N:21][C:6]2=3)[CH2:20][CH2:19][CH2:18][CH2:17]1. (2) Given the reactants [C:1]([O:4][C@H:5]1[CH2:9][C@H:8]([N:10]2[CH:18]=[N:17][C:16]3[C:11]2=[N:12][CH:13]=[N:14][C:15]=3Br)[O:7][C@@H:6]1[CH2:20][O:21][Si:22]([C:25]([CH3:28])([CH3:27])[CH3:26])([CH3:24])[CH3:23])(=[O:3])[CH3:2].CCN(C(C)C)C(C)C.[C:38]1([C:44]#[CH:45])[CH:43]=[CH:42][CH:41]=[CH:40][CH:39]=1, predict the reaction product. The product is: [C:1]([O:4][C@H:5]1[CH2:9][C@H:8]([N:10]2[CH:18]=[N:17][C:16]3[C:11]2=[N:12][CH:13]=[N:14][C:15]=3[C:45]#[C:44][C:38]2[CH:43]=[CH:42][CH:41]=[CH:40][CH:39]=2)[O:7][C@@H:6]1[CH2:20][O:21][Si:22]([C:25]([CH3:28])([CH3:27])[CH3:26])([CH3:24])[CH3:23])(=[O:3])[CH3:2].